This data is from Reaction yield outcomes from USPTO patents with 853,638 reactions. The task is: Predict the reaction yield, written as a fraction of the theoretical maximum amount of product (1.0 means a 100% yield; for example, 0.34 means a 34% yield). (1) The reactants are [F:1][C:2]([F:16])([F:15])[C:3]1[CH:8]=[CH:7][C:6]([C:9]2[N:10]=[C:11]([NH2:14])[S:12][CH:13]=2)=[CH:5][CH:4]=1.C(N(CC)CC)C.Cl[C:25](Cl)([O:27]C(=O)OC(Cl)(Cl)Cl)Cl.[CH2:36]1[C:45]2[C:40](=[CH:41][C:42]([O:46][C:47]([CH3:53])([CH3:52])[C:48]([O:50][CH3:51])=[O:49])=[CH:43][CH:44]=2)[CH2:39][CH2:38][NH:37]1. The catalyst is C1COCC1.O. The product is [F:16][C:2]([F:1])([F:15])[C:3]1[CH:4]=[CH:5][C:6]([C:9]2[N:10]=[C:11]([NH:14][C:25]([N:37]3[CH2:38][CH2:39][C:40]4[C:45](=[CH:44][CH:43]=[C:42]([O:46][C:47]([CH3:53])([CH3:52])[C:48]([O:50][CH3:51])=[O:49])[CH:41]=4)[CH2:36]3)=[O:27])[S:12][CH:13]=2)=[CH:7][CH:8]=1. The yield is 0.270. (2) The reactants are [OH-].[K+:2].[CH3:3][CH2:4][CH2:5][CH2:6][C:7]1[N:11]([CH2:12][C:13]2[CH:14]=[CH:15][C:16]([C:19]3[CH:20]=[CH:21][CH:22]=[CH:23][C:24]=3[C:25]3[N:29]=[N:28][NH:27][N:26]=3)=[CH:17][CH:18]=2)[C:10]([CH2:30][OH:31])=[C:9]([Cl:32])[N:8]=1. The catalyst is C(O)(C)C. The product is [CH3:3][CH2:4][CH2:5][CH2:6][C:7]1[N:11]([CH2:12][C:13]2[CH:18]=[CH:17][C:16]([C:19]3[CH:20]=[CH:21][CH:22]=[CH:23][C:24]=3[C:25]3[N:29]=[N:28][N-:27][N:26]=3)=[CH:15][CH:14]=2)[C:10]([CH2:30][OH:31])=[C:9]([Cl:32])[N:8]=1.[K+:2]. The yield is 0.850. (3) The product is [CH3:1][O:2][C:3]([C:5]1[C:13]([NH:14][C:15]2[CH:20]=[CH:19][C:18]([Br:21])=[CH:17][C:16]=2[Cl:22])=[C:12]([F:23])[C:8]2[N:9]=[CH:10][N:11]([CH2:32][CH2:31][C:30]([O:34][C:35]([CH3:38])([CH3:37])[CH3:36])=[O:33])[C:7]=2[CH:6]=1)=[O:4]. The yield is 0.620. The catalyst is CN(C=O)C.C(OCC)(=O)C. The reactants are [CH3:1][O:2][C:3]([C:5]1[C:13]([NH:14][C:15]2[CH:20]=[CH:19][C:18]([Br:21])=[CH:17][C:16]=2[Cl:22])=[C:12]([F:23])[C:8]2[N:9]=[CH:10][NH:11][C:7]=2[CH:6]=1)=[O:4].C([O-])([O-])=O.[K+].[K+].[C:30]([O:34][C:35]([CH3:38])([CH3:37])[CH3:36])(=[O:33])[CH:31]=[CH2:32].